This data is from Catalyst prediction with 721,799 reactions and 888 catalyst types from USPTO. The task is: Predict which catalyst facilitates the given reaction. (1) Reactant: [CH2:1]([O:3][C:4](=[O:15])[C:5]([C:10]([CH:12]1[CH2:14][CH2:13]1)=O)=[CH:6][N:7](C)C)[CH3:2].Cl.[Br:17][C:18]1[CH:23]=[CH:22][C:21]([NH:24]N)=[CH:20][CH:19]=1.CCN(C(C)C)C(C)C. Product: [Br:17][C:18]1[CH:23]=[CH:22][C:21]([N:24]2[C:10]([CH:12]3[CH2:14][CH2:13]3)=[C:5]([C:4]([O:3][CH2:1][CH3:2])=[O:15])[CH:6]=[N:7]2)=[CH:20][CH:19]=1. The catalyst class is: 8. (2) Reactant: FC(F)(F)S(O[C:7]1[CH2:12][CH2:11][CH:10]([O:13][Si:14]([C:17]([CH3:20])([CH3:19])[CH3:18])([CH3:16])[CH3:15])[CH2:9][CH:8]=1)(=O)=O.C(=O)([O-])[O-].[Na+].[Na+].O.[F:30][C:31]1[C:36](B(O)O)=[CH:35][CH:34]=[CH:33][N:32]=1. Product: [Si:14]([O:13][CH:10]1[CH2:11][CH2:12][C:7]([C:36]2[C:31]([F:30])=[N:32][CH:33]=[CH:34][CH:35]=2)=[CH:8][CH2:9]1)([C:17]([CH3:18])([CH3:19])[CH3:20])([CH3:15])[CH3:16]. The catalyst class is: 73. (3) Reactant: [C:1]([O:5][C:6](=[O:24])[N:7]([C@H:9]([C:14]([N:16]1[CH2:21][CH2:20][C:19](O)(O)[CH2:18][CH2:17]1)=[O:15])[CH2:10][CH:11]([CH3:13])[CH3:12])[CH3:8])([CH3:4])([CH3:3])[CH3:2].Cl.[NH2:26][OH:27].C([O-])(=O)C.[Na+]. Product: [C:1]([O:5][C:6](=[O:24])[N:7]([C@H:9]([C:14]([N:16]1[CH2:21][CH2:20][C:19](=[N:26][OH:27])[CH2:18][CH2:17]1)=[O:15])[CH2:10][CH:11]([CH3:13])[CH3:12])[CH3:8])([CH3:4])([CH3:3])[CH3:2]. The catalyst class is: 8. (4) The catalyst class is: 5. Product: [CH2:1]([N:5]1[C:10]([NH:11][C:15]2[CH:16]=[C:17]([CH3:22])[CH:18]=[C:19]([CH3:21])[CH:20]=2)=[C:9]([CH2:23][CH3:24])[C:8](=[O:25])[NH:7][C:6]1=[O:26])[CH:2]=[CH:3][CH3:4]. Reactant: [CH2:1]([N:5]1[C:10]([N:11]([C:15]2[CH:20]=[C:19]([CH3:21])[CH:18]=[C:17]([CH3:22])[CH:16]=2)C(=O)C)=[C:9]([CH2:23][CH3:24])[C:8](=[O:25])[NH:7][C:6]1=[O:26])[CH:2]=[CH:3][CH3:4].C[O-].[Na+].